Dataset: NCI-60 drug combinations with 297,098 pairs across 59 cell lines. Task: Regression. Given two drug SMILES strings and cell line genomic features, predict the synergy score measuring deviation from expected non-interaction effect. Drug 1: CC1C(C(CC(O1)OC2CC(OC(C2O)C)OC3=CC4=CC5=C(C(=O)C(C(C5)C(C(=O)C(C(C)O)O)OC)OC6CC(C(C(O6)C)O)OC7CC(C(C(O7)C)O)OC8CC(C(C(O8)C)O)(C)O)C(=C4C(=C3C)O)O)O)O. Drug 2: C(=O)(N)NO. Cell line: SNB-75. Synergy scores: CSS=43.5, Synergy_ZIP=1.62, Synergy_Bliss=4.58, Synergy_Loewe=-49.3, Synergy_HSA=0.933.